This data is from Catalyst prediction with 721,799 reactions and 888 catalyst types from USPTO. The task is: Predict which catalyst facilitates the given reaction. (1) Product: [Br:11][C:12]1[CH:20]=[CH:19][CH:18]=[C:17]2[C:13]=1[CH:14]=[C:15]([CH3:25])[CH:16]2[Si:21]([CH:4]1[CH:3]=[CH:2][CH:1]=[CH:5]1)([CH3:23])[CH3:22]. The catalyst class is: 28. Reactant: [CH:1]1[CH2:5][CH:4]=[CH:3][CH:2]=1.[Li]CCCC.[Br:11][C:12]1[CH:20]=[CH:19][CH:18]=[C:17]2[C:13]=1[CH:14]=[C:15]([CH3:25])[CH:16]2[Si:21](Cl)([CH3:23])[CH3:22].O. (2) Reactant: C([O:8][C:9]1[CH:10]=[C:11]2[C:16](=[CH:17][CH:18]=1)[N:15]=[C:14]([O:19][C:20]1[CH:25]=[CH:24][CH:23]=[CH:22][CH:21]=1)[CH:13]=[CH:12]2)C1C=CC=CC=1. Product: [O:19]([C:14]1[CH:13]=[CH:12][C:11]2[C:16](=[CH:17][CH:18]=[C:9]([OH:8])[CH:10]=2)[N:15]=1)[C:20]1[CH:21]=[CH:22][CH:23]=[CH:24][CH:25]=1. The catalyst class is: 19. (3) Reactant: [ClH:1].[NH2:2][C:3]1[C:12]2[N:13]=[C:14]3[CH2:19][N:18](C(OC(C)(C)C)=O)[CH2:17][CH2:16][N:15]3[C:11]=2[C:10]2[C:5](=[CH:6][CH:7]=[CH:8][CH:9]=2)[N:4]=1. Product: [ClH:1].[CH:9]1[CH:8]=[CH:7][CH:6]=[C:5]2[C:10]=1[C:11]1[N:15]3[CH2:16][CH2:17][NH:18][CH2:19][C:14]3=[N:13][C:12]=1[C:3]([NH2:2])=[N:4]2. The catalyst class is: 346. (4) Product: [Cl:15][C:16]1[CH:17]=[C:18]([CH:22]=[CH:23][CH:24]=1)[C:19]([NH:14][CH2:13][C@H:10]1[CH2:11][CH2:12][C@@H:7]([C:1]2[CH:6]=[CH:5][CH:4]=[CH:3][CH:2]=2)[CH2:8][CH2:9]1)=[O:20]. Reactant: [C:1]1([C@@H:7]2[CH2:12][CH2:11][C@H:10]([CH2:13][NH2:14])[CH2:9][CH2:8]2)[CH:6]=[CH:5][CH:4]=[CH:3][CH:2]=1.[Cl:15][C:16]1[CH:17]=[C:18]([CH:22]=[CH:23][CH:24]=1)[C:19](Cl)=[O:20].CCN(CC)CC. The catalyst class is: 2. (5) Reactant: C([N:8]1[CH2:13][CH2:12][N:11]([NH2:14])[CH2:10][CH2:9]1)C1C=CC=CC=1.[H][H].[F:17][C:18]([F:29])([F:28])[O:19][C:20]1[CH:27]=[CH:26][C:23]([CH:24]=O)=[CH:22][CH:21]=1. Product: [N:11]1([N:14]=[CH:24][C:23]2[CH:26]=[CH:27][C:20]([O:19][C:18]([F:29])([F:28])[F:17])=[CH:21][CH:22]=2)[CH2:12][CH2:13][NH:8][CH2:9][CH2:10]1. The catalyst class is: 320. (6) Reactant: [CH2:1]([C:8]1[N:13]=[N:12][C:11]([N:14]2[CH2:19][CH2:18][N:17]([C:20]3[CH:25]=[N:24][C:23]([C:26](O)=[O:27])=[CH:22][N:21]=3)[C@H:16]([CH3:29])[CH2:15]2)=[C:10]([CH3:30])[C:9]=1[CH3:31])[C:2]1[CH:7]=[CH:6][CH:5]=[CH:4][CH:3]=1.C(Cl)(=O)C(Cl)=O.C(N(C(C)C)CC)(C)C.Cl.[CH3:48][NH:49][O:50][CH3:51]. Product: [CH3:51][O:50][N:49]([CH3:48])[C:26]([C:23]1[N:24]=[CH:25][C:20]([N:17]2[CH2:18][CH2:19][N:14]([C:11]3[N:12]=[N:13][C:8]([CH2:1][C:2]4[CH:3]=[CH:4][CH:5]=[CH:6][CH:7]=4)=[C:9]([CH3:31])[C:10]=3[CH3:30])[CH2:15][C@H:16]2[CH3:29])=[N:21][CH:22]=1)=[O:27]. The catalyst class is: 59. (7) Reactant: [C:1]([O:4][CH2:5][C@H:6]([N:8]1[CH:17]=[CH:16][C:15]2[C:10](=[CH:11][CH:12]=[CH:13][C:14]=2[N+:18]([O-])=O)[C:9]1=[O:21])[CH3:7])(=[O:3])[CH3:2].C(O)C.[Cl-].[NH4+].O. Product: [C:1]([O:4][CH2:5][C@H:6]([N:8]1[CH:17]=[CH:16][C:15]2[C:10](=[CH:11][CH:12]=[CH:13][C:14]=2[NH2:18])[C:9]1=[O:21])[CH3:7])(=[O:3])[CH3:2]. The catalyst class is: 292. (8) Reactant: [O:1]=[C:2]1[C:11]2[CH:10]=[CH:9][CH:8]=[C:7]3[NH:12][CH:13]([C:23]4[CH:28]=[CH:27][CH:26]=[CH:25][CH:24]=4)[CH:14]([C:15]4[CH:16]=[C:17]([CH:20]=[CH:21][CH:22]=4)[CH:18]=O)[C:5]([C:6]=23)=[N:4][NH:3]1.[CH3:29][NH:30][CH3:31].[BH4-].[Na+]. Product: [CH3:29][N:30]([CH2:18][C:17]1[CH:16]=[C:15]([CH:14]2[C:5]3=[N:4][NH:3][C:2](=[O:1])[C:11]4[CH:10]=[CH:9][CH:8]=[C:7]([C:6]=43)[NH:12][CH:13]2[C:23]2[CH:24]=[CH:25][CH:26]=[CH:27][CH:28]=2)[CH:22]=[CH:21][CH:20]=1)[CH3:31]. The catalyst class is: 5. (9) Reactant: [CH2:1]([O:8][C:9]([NH:11][C@@H:12]([C:16]1[CH:21]=[CH:20][CH:19]=[CH:18][CH:17]=1)[C:13](O)=O)=[O:10])[C:2]1[CH:7]=[CH:6][CH:5]=[CH:4][CH:3]=1.[NH:22]1[CH2:26][C@@H:25]([OH:27])[C@H:24]([OH:28])[CH2:23]1.C(N(CC)C(C)C)(C)C.F[B-](F)(F)F.N1(OC(N(C)C)=[N+](C)C)C2C=CC=CC=2N=N1. Product: [OH:28][C@H:24]1[C@H:25]([OH:27])[CH2:26][N:22]([CH2:13][C@@H:12]([NH:11][C:9](=[O:10])[O:8][CH2:1][C:2]2[CH:7]=[CH:6][CH:5]=[CH:4][CH:3]=2)[C:16]2[CH:21]=[CH:20][CH:19]=[CH:18][CH:17]=2)[CH2:23]1. The catalyst class is: 7.